This data is from NCI-60 drug combinations with 297,098 pairs across 59 cell lines. The task is: Regression. Given two drug SMILES strings and cell line genomic features, predict the synergy score measuring deviation from expected non-interaction effect. (1) Drug 1: COC1=NC(=NC2=C1N=CN2C3C(C(C(O3)CO)O)O)N. Drug 2: CC(C)(C#N)C1=CC(=CC(=C1)CN2C=NC=N2)C(C)(C)C#N. Cell line: TK-10. Synergy scores: CSS=12.3, Synergy_ZIP=0.338, Synergy_Bliss=5.29, Synergy_Loewe=0.184, Synergy_HSA=1.37. (2) Drug 1: C1CN1C2=NC(=NC(=N2)N3CC3)N4CC4. Drug 2: CC1=C(C(=O)C2=C(C1=O)N3CC4C(C3(C2COC(=O)N)OC)N4)N. Cell line: EKVX. Synergy scores: CSS=12.4, Synergy_ZIP=-7.27, Synergy_Bliss=-3.31, Synergy_Loewe=-3.71, Synergy_HSA=-2.17. (3) Drug 1: CC(CN1CC(=O)NC(=O)C1)N2CC(=O)NC(=O)C2. Drug 2: C1=CC=C(C(=C1)C(C2=CC=C(C=C2)Cl)C(Cl)Cl)Cl. Cell line: MOLT-4. Synergy scores: CSS=60.3, Synergy_ZIP=4.21, Synergy_Bliss=4.92, Synergy_Loewe=-7.38, Synergy_HSA=5.15.